Dataset: Catalyst prediction with 721,799 reactions and 888 catalyst types from USPTO. Task: Predict which catalyst facilitates the given reaction. (1) Reactant: [F:1][C:2]1[N:7]=[CH:6][C:5]([C:8]([OH:10])=O)=[CH:4][CH:3]=1.C(N1C=CN=C1)(N1C=CN=C1)=O.[Mg+].[C:24]([O:30][CH2:31][CH3:32])(=[O:29])[CH2:25]C([O-])=O.Cl. Product: [F:1][C:2]1[N:7]=[CH:6][C:5]([C:8](=[O:10])[CH2:25][C:24]([O:30][CH2:31][CH3:32])=[O:29])=[CH:4][CH:3]=1. The catalyst class is: 253. (2) Reactant: CC(C)([O-])C.[K+].[CH3:7][N+:8]([O-:10])=[O:9].C1([O:17][C:18](=O)[C:19]2[CH:24]=[CH:23][C:22]([S:25]([CH3:28])(=[O:27])=[O:26])=[CH:21][CH:20]=2)C=CC=CC=1.NC(N)=O.Cl. Product: [CH3:28][S:25]([C:22]1[CH:23]=[CH:24][C:19]([C:18](=[O:17])[CH2:7][N+:8]([O-:10])=[O:9])=[CH:20][CH:21]=1)(=[O:26])=[O:27]. The catalyst class is: 58. (3) Reactant: C(N(CC)C(C)C)(C)C.[Cl:10][C:11]1[N:12]=[CH:13][C:14]([C:17]([OH:19])=O)=[N:15][CH:16]=1.Cl.[F:21][C:22]([F:27])([F:26])[C@H:23]([NH2:25])[CH3:24].C([O-])(O)=O.[Na+]. Product: [Cl:10][C:11]1[N:12]=[CH:13][C:14]([C:17]([NH:25][C@H:23]([CH3:24])[C:22]([F:27])([F:26])[F:21])=[O:19])=[N:15][CH:16]=1. The catalyst class is: 2. (4) Reactant: [Cl:1][C:2]1[C:3]([C:9]2[CH:14]=[CH:13][CH:12]=[C:11]([NH:15][CH2:16][C:17]3[CH:22]=[CH:21][CH:20]=[C:19]([F:23])[CH:18]=3)[N:10]=2)=[CH:4][C:5](F)=[N:6][CH:7]=1.[CH3:24][NH2:25].O. Product: [Cl:1][C:2]1[C:3]([C:9]2[CH:14]=[CH:13][CH:12]=[C:11]([NH:15][CH2:16][C:17]3[CH:22]=[CH:21][CH:20]=[C:19]([F:23])[CH:18]=3)[N:10]=2)=[CH:4][C:5]([NH:25][CH3:24])=[N:6][CH:7]=1. The catalyst class is: 16. (5) Reactant: [F:1][C:2]([F:10])([F:9])[C:3]1([C:6](O)=[O:7])[CH2:5][CH2:4]1.[NH:11]1[CH2:16][CH2:15][CH:14]([C:17]([O:19][CH2:20][CH3:21])=[O:18])[CH2:13][CH2:12]1.C(Cl)CCl.C1C=CC2N(O)N=NC=2C=1.CCN(C(C)C)C(C)C.[NH4+].[Cl-]. Product: [F:1][C:2]([F:10])([F:9])[C:3]1([C:6]([N:11]2[CH2:16][CH2:15][CH:14]([C:17]([O:19][CH2:20][CH3:21])=[O:18])[CH2:13][CH2:12]2)=[O:7])[CH2:5][CH2:4]1. The catalyst class is: 2. (6) Reactant: [C:1]([O:4][CH2:5][C:6]([CH3:45])([CH3:44])[CH2:7][N:8]1[C:14]2[CH:15]=[CH:16][C:17]([Cl:19])=[CH:18][C:13]=2[C@@H:12]([C:20]2[CH:25]=[CH:24][CH:23]=[C:22]([O:26][CH3:27])[C:21]=2[O:28][CH3:29])[O:11][C@H:10]([CH2:30][C:31]([NH:33][CH2:34][C:35](=O)[CH2:36][C:37]([O:39][CH2:40][CH3:41])=[O:38])=O)[C:9]1=[O:43])(=[O:3])[CH3:2].COC1C=CC(P2(SP(C3C=CC(OC)=CC=3)(=S)S2)=[S:55])=CC=1. Product: [C:1]([O:4][CH2:5][C:6]([CH3:45])([CH3:44])[CH2:7][N:8]1[C:14]2[CH:15]=[CH:16][C:17]([Cl:19])=[CH:18][C:13]=2[C@@H:12]([C:20]2[CH:25]=[CH:24][CH:23]=[C:22]([O:26][CH3:27])[C:21]=2[O:28][CH3:29])[O:11][C@H:10]([CH2:30][C:31]2[S:55][C:35]([CH2:36][C:37]([O:39][CH2:40][CH3:41])=[O:38])=[CH:34][N:33]=2)[C:9]1=[O:43])(=[O:3])[CH3:2]. The catalyst class is: 1. (7) Reactant: [CH2:1]([CH2:3][NH2:4])[OH:2].C(N(CC)CC)C.Cl.[F:13][C:14]([F:48])([F:47])[C:15]1[CH:20]=[C:19]([C:21]2[CH:26]=[CH:25][C:24]([C:27]([F:30])([F:29])[F:28])=[CH:23][CH:22]=2)[N:18]=[C:17]([C:31]2[CH:36]=[CH:35][N:34]=[C:33]([C:37]3[CH:38]=[C:39]([S:43](Cl)(=[O:45])=[O:44])[CH:40]=[CH:41][CH:42]=3)[CH:32]=2)[N:16]=1. Product: [OH:2][CH2:1][CH2:3][NH:4][S:43]([C:39]1[CH:40]=[CH:41][CH:42]=[C:37]([C:33]2[CH:32]=[C:31]([C:17]3[N:16]=[C:15]([C:14]([F:13])([F:47])[F:48])[CH:20]=[C:19]([C:21]4[CH:26]=[CH:25][C:24]([C:27]([F:30])([F:28])[F:29])=[CH:23][CH:22]=4)[N:18]=3)[CH:36]=[CH:35][N:34]=2)[CH:38]=1)(=[O:44])=[O:45]. The catalyst class is: 1. (8) Reactant: [C:1]([C:3]1[CH:4]=[C:5]2[C:9](=[CH:10][CH:11]=1)[NH:8][CH:7]=[C:6]2[CH2:12][N:13]([CH3:15])[CH3:14])#[N:2].[CH3:16][I:17]. Product: [I-:17].[CH3:14][N+:13]([CH3:16])([CH3:15])[CH2:12][C:6]1[C:5]2[C:9](=[CH:10][CH:11]=[C:3]([C:1]#[N:2])[CH:4]=2)[NH:8][CH:7]=1. The catalyst class is: 1.